From a dataset of Full USPTO retrosynthesis dataset with 1.9M reactions from patents (1976-2016). Predict the reactants needed to synthesize the given product. (1) Given the product [Cl:20][C:21]1[N:22]=[C:23]([C:26]2[CH:27]=[C:28]([CH:31]=[CH:32][CH:33]=2)[CH2:29][N:1]2[CH:2]([C:11]3[C:16]([O:17][CH3:18])=[CH:15][CH:14]=[CH:13][C:12]=3[F:19])[CH2:3][CH:4]([CH3:10])[C:5]2=[O:7])[S:24][CH:25]=1, predict the reactants needed to synthesize it. The reactants are: [NH2:1][CH:2]([C:11]1[C:16]([O:17][CH3:18])=[CH:15][CH:14]=[CH:13][C:12]=1[F:19])[CH2:3][CH:4]([CH3:10])[C:5]([O:7]CC)=O.[Cl:20][C:21]1[N:22]=[C:23]([C:26]2[CH:27]=[C:28]([CH:31]=[CH:32][CH:33]=2)[CH:29]=O)[S:24][CH:25]=1. (2) Given the product [NH2:10][C:8]1[CH:7]=[CH:6][C:3]([C:4]#[N:5])=[C:2]([I:1])[CH:9]=1, predict the reactants needed to synthesize it. The reactants are: [I:1][C:2]1[CH:9]=[C:8]([N+:10]([O-])=O)[CH:7]=[CH:6][C:3]=1[C:4]#[N:5].O1CCCC1.[Cl-].[NH4+].